Dataset: Reaction yield outcomes from USPTO patents with 853,638 reactions. Task: Predict the reaction yield, written as a fraction of the theoretical maximum amount of product (1.0 means a 100% yield; for example, 0.34 means a 34% yield). (1) The reactants are [C:1]([C:5]1[N:10]=[C:9]([N:11]2[CH2:16][CH2:15][N:14]([CH2:17][CH2:18][CH2:19][CH2:20][NH2:21])[CH2:13][CH2:12]2)[CH:8]=[C:7]([C:22]([F:25])([F:24])[F:23])[N:6]=1)([CH3:4])([CH3:3])[CH3:2].C1N=CN([C:31](N2C=NC=C2)=[O:32])C=1.[N:38]1([C:44]2[N:49]=[CH:48][CH:47]=[CH:46][N:45]=2)[CH2:43][CH2:42][NH:41][CH2:40][CH2:39]1. The catalyst is C(Cl)(Cl)Cl.CO. The product is [C:1]([C:5]1[N:10]=[C:9]([N:11]2[CH2:16][CH2:15][N:14]([CH2:17][CH2:18][CH2:19][CH2:20][NH:21][C:31]([N:41]3[CH2:42][CH2:43][N:38]([C:44]4[N:45]=[CH:46][CH:47]=[CH:48][N:49]=4)[CH2:39][CH2:40]3)=[O:32])[CH2:13][CH2:12]2)[CH:8]=[C:7]([C:22]([F:24])([F:25])[F:23])[N:6]=1)([CH3:4])([CH3:2])[CH3:3]. The yield is 0.260. (2) The reactants are [CH:1]([O:4][C:5]1[CH:9]=[C:8]([CH2:10][CH2:11][C:12]([O:14][CH2:15][CH3:16])=[O:13])[NH:7][N:6]=1)([CH3:3])[CH3:2].[F:17][C:18]([F:28])([F:27])[C:19]1[CH:26]=[CH:25][C:22]([CH2:23]Br)=[CH:21][CH:20]=1.C(=O)([O-])[O-].[K+].[K+].[Cl-].[NH4+]. The catalyst is CN(C)C=O. The product is [CH:1]([O:4][C:5]1[CH:9]=[C:8]([CH2:10][CH2:11][C:12]([O:14][CH2:15][CH3:16])=[O:13])[N:7]([CH2:23][C:22]2[CH:21]=[CH:20][C:19]([C:18]([F:17])([F:27])[F:28])=[CH:26][CH:25]=2)[N:6]=1)([CH3:3])[CH3:2]. The yield is 0.150. (3) The reactants are [O:1]=[CH:2][CH:3]([C:6]1[CH:11]=[CH:10][CH:9]=[C:8]([O:12][C:13]2[CH:18]=[CH:17][CH:16]=[CH:15][CH:14]=2)[CH:7]=1)[C:4]#[N:5].C([BH3-])#N.[Na+]. The catalyst is C(O)C.C(O)(=O)C. The product is [OH:1][CH2:2][CH:3]([C:6]1[CH:11]=[CH:10][CH:9]=[C:8]([O:12][C:13]2[CH:18]=[CH:17][CH:16]=[CH:15][CH:14]=2)[CH:7]=1)[C:4]#[N:5]. The yield is 0.890.